This data is from Forward reaction prediction with 1.9M reactions from USPTO patents (1976-2016). The task is: Predict the product of the given reaction. (1) Given the reactants [Cl:1][C:2]1[CH:7]=[CH:6][C:5]([C@@:8]2([OH:34])[CH2:13][CH2:12][N:11]([C:14](=[O:31])[CH2:15][C@H:16]([NH:18][C:19]([C:21]3[CH:22]=[C:23]([CH:28]=[CH:29][CH:30]=3)[C:24]([O:26]C)=[O:25])=[O:20])[CH3:17])[CH2:10][C:9]2([CH3:33])[CH3:32])=[CH:4][CH:3]=1.C(O)(C(F)(F)F)=O, predict the reaction product. The product is: [Cl:1][C:2]1[CH:7]=[CH:6][C:5]([C@@:8]2([OH:34])[CH2:13][CH2:12][N:11]([C:14](=[O:31])[CH2:15][C@H:16]([NH:18][C:19]([C:21]3[CH:22]=[C:23]([CH:28]=[CH:29][CH:30]=3)[C:24]([OH:26])=[O:25])=[O:20])[CH3:17])[CH2:10][C:9]2([CH3:33])[CH3:32])=[CH:4][CH:3]=1. (2) Given the reactants [C:1]([O:5][C:6](=[O:60])[NH:7][C@H:8]1[CH2:12][C@@H:11]([N:13]2[CH:21]=[N:20][C:19]3[C:14]2=[N:15][C:16]([C:37](=[O:57])[NH:38][CH2:39][CH2:40][NH:41][C:42]([NH:44][CH:45]2CCN(C4C=CC=CN=4)C[CH2:46]2)=[O:43])=[N:17][C:18]=3[NH:22][CH2:23][CH:24]([C:31]2[CH:36]=[CH:35][CH:34]=[CH:33][CH:32]=2)[C:25]2[CH:30]=[CH:29][CH:28]=[CH:27][CH:26]=2)[C@H:10]([OH:58])[C@@H:9]1[OH:59])([CH3:4])([CH3:3])[CH3:2].[N:61]1([C:75]2[CH:80]=[CH:79][CH:78]=[CH:77][N:76]=2)[CH2:66][CH2:65][CH:64]([NH:67][C:68]([N:70]2[CH:74]=[CH:73]N=[CH:71]2)=[O:69])[CH2:63][CH2:62]1.N1(C2C=CC=CN=2)CCC(NC(N2CCC(NC(N3C=CN=C3)=O)CC2)=O)CC1, predict the reaction product. The product is: [C:1]([O:5][C:6](=[O:60])[NH:7][C@H:8]1[CH2:12][C@@H:11]([N:13]2[CH:21]=[N:20][C:19]3[C:14]2=[N:15][C:16]([C:37](=[O:57])[NH:38][CH2:39][CH2:40][NH:41][C:42]([NH:44][CH:45]2[CH2:46][CH2:71][N:70]([C:68](=[O:69])[NH:67][CH:64]4[CH2:63][CH2:62][N:61]([C:75]5[CH:80]=[CH:79][CH:78]=[CH:77][N:76]=5)[CH2:66][CH2:65]4)[CH2:74][CH2:73]2)=[O:43])=[N:17][C:18]=3[NH:22][CH2:23][CH:24]([C:31]2[CH:32]=[CH:33][CH:34]=[CH:35][CH:36]=2)[C:25]2[CH:30]=[CH:29][CH:28]=[CH:27][CH:26]=2)[C@H:10]([OH:58])[C@@H:9]1[OH:59])([CH3:2])([CH3:3])[CH3:4].